This data is from Reaction yield outcomes from USPTO patents with 853,638 reactions. The task is: Predict the reaction yield, written as a fraction of the theoretical maximum amount of product (1.0 means a 100% yield; for example, 0.34 means a 34% yield). (1) The reactants are [Br:1][C:2]1[C:3]([CH3:11])=[C:4]([CH:8]=[CH:9][CH:10]=1)[C:5]([OH:7])=O.C(Cl)(=O)C(Cl)=O.[NH:18]1[CH2:22][CH2:21][CH2:20][CH2:19]1.CCN(CC)CC. The catalyst is ClCCl. The product is [Br:1][C:2]1[C:3]([CH3:11])=[C:4]([C:5]([N:18]2[CH2:22][CH2:21][CH2:20][CH2:19]2)=[O:7])[CH:8]=[CH:9][CH:10]=1. The yield is 0.790. (2) The reactants are [Cl:1][CH2:2][C:3]([O-:5])=O.[Na+].[Cl-].[Mg+2].[Cl-].[Cl-].C([N-:14][CH:15](C)C)(C)C.[Mg+2].C([NH:22]C(C)C)(C)C.[CH2:26]([Mg]Cl)[CH2:27][CH2:28][CH3:29].Cl.C1C[O:36][CH2:35][CH2:34]1. The catalyst is O. The product is [Cl:1][CH2:2][C:3]([C:27]1[CH:28]=[CH:29][C:15]([NH:14][C:35](=[O:36])[CH3:34])=[N:22][CH:26]=1)=[O:5]. The yield is 0.710. (3) The reactants are [CH3:1][N:2]1[CH2:7][CH2:6][CH:5]([O:8][C:9]2[CH:16]=[CH:15][C:12]([CH:13]=O)=[CH:11][CH:10]=2)[CH2:4][CH2:3]1.[NH2:17][C:18]1[N:19]=[N:20][C:21]([CH3:24])=[CH:22][CH:23]=1.C([O:27][C:28](=O)[C:29]([OH:40])=[CH:30][C:31](=[O:39])[C:32]1[CH:37]=[CH:36][C:35]([CH3:38])=[CH:34][CH:33]=1)C. No catalyst specified. The product is [OH:40][C:29]1[C:28](=[O:27])[N:17]([C:18]2[N:19]=[N:20][C:21]([CH3:24])=[CH:22][CH:23]=2)[CH:13]([C:12]2[CH:15]=[CH:16][C:9]([O:8][CH:5]3[CH2:6][CH2:7][N:2]([CH3:1])[CH2:3][CH2:4]3)=[CH:10][CH:11]=2)[C:30]=1[C:31](=[O:39])[C:32]1[CH:37]=[CH:36][C:35]([CH3:38])=[CH:34][CH:33]=1. The yield is 0.210. (4) The reactants are [N+:1]([C:4]1[CH:5]=[C:6]([NH2:13])[C:7](=[CH:11][CH:12]=1)[C:8]([OH:10])=[O:9])([O-:3])=[O:2].[Si](C=[N+]=[N-])(C)(C)[CH3:15]. The catalyst is C1C=CC=CC=1.CO. The product is [CH3:15][O:9][C:8](=[O:10])[C:7]1[C:6](=[CH:5][C:4]([N+:1]([O-:3])=[O:2])=[CH:12][CH:11]=1)[NH2:13]. The yield is 0.860. (5) The reactants are [Cl:1][C:2]1[CH:7]=[CH:6][C:5]([CH:8](O)[C:9]2[C:18]3[C:17](=[O:19])[N:16]([CH2:20][CH2:21][CH2:22][O:23][CH:24]4CCCC[O:25]4)[C:15](=[O:30])[N:14]([CH3:31])[C:13]=3[N:12]=[CH:11][C:10]=2[O:32][C:33]2[CH:34]=[N:35][C:36]([C:39]([F:42])([F:41])[F:40])=[CH:37][CH:38]=2)=[CH:4][CH:3]=1. The catalyst is C(O)=O.[Zn]. The product is [CH:24]([O:23][CH2:22][CH2:21][CH2:20][N:16]1[C:17](=[O:19])[C:18]2[C:9]([CH2:8][C:5]3[CH:4]=[CH:3][C:2]([Cl:1])=[CH:7][CH:6]=3)=[C:10]([O:32][C:33]3[CH:34]=[N:35][C:36]([C:39]([F:41])([F:42])[F:40])=[CH:37][CH:38]=3)[CH:11]=[N:12][C:13]=2[N:14]([CH3:31])[C:15]1=[O:30])=[O:25]. The yield is 0.377. (6) The reactants are Br[C:2]1[CH:7]=[CH:6][C:5]([Br:8])=[CH:4][N:3]=1.[CH3:9][C:10]1[O:14][C:13]([C:15]2[CH:20]=[CH:19][CH:18]=[CH:17][CH:16]=2)=[N:12][C:11]=1[CH2:21][CH2:22][OH:23].CC(C)([O-])C.[K+]. The catalyst is O1CCCC1. The product is [Br:8][C:5]1[CH:6]=[CH:7][C:2]([O:23][CH2:22][CH2:21][C:11]2[N:12]=[C:13]([C:15]3[CH:20]=[CH:19][CH:18]=[CH:17][CH:16]=3)[O:14][C:10]=2[CH3:9])=[N:3][CH:4]=1. The yield is 0.830.